This data is from Full USPTO retrosynthesis dataset with 1.9M reactions from patents (1976-2016). The task is: Predict the reactants needed to synthesize the given product. (1) Given the product [O:39]1[CH2:38][CH:37]=[C:36]([C:2]2[CH:3]=[C:4]([C:8]3[CH:9]=[C:10]4[C:15](=[N:16][CH:17]=3)[N:14]([C:18]([NH2:20])=[O:19])[CH2:13][CH2:12][CH2:11]4)[CH:5]=[N:6][CH:7]=2)[CH2:41][CH2:40]1, predict the reactants needed to synthesize it. The reactants are: Br[C:2]1[CH:3]=[C:4]([C:8]2[CH:9]=[C:10]3[C:15](=[N:16][CH:17]=2)[N:14]([C:18]([NH2:20])=[O:19])[CH2:13][CH2:12][CH2:11]3)[CH:5]=[N:6][CH:7]=1.O1CCOCC1.O.CC1(C)C(C)(C)OB([C:36]2[CH2:37][CH2:38][O:39][CH2:40][CH:41]=2)O1.[O-]P([O-])([O-])=O.[K+].[K+].[K+]. (2) The reactants are: C(O)=O.[CH3:4][O:5][C:6]1[CH:53]=[CH:52][CH:51]=[CH:50][C:7]=1[CH2:8][O:9][CH2:10][CH2:11][CH2:12][O:13][C:14]1[CH:19]=[CH:18][C:17]([CH:20]2[CH2:25][CH2:24][N:23]([C:26]([O:28][C:29]([CH3:32])([CH3:31])[CH3:30])=[O:27])[CH2:22][CH:21]2[O:33][CH2:34][C:35]2[O:36][C:37]3[C:43]([O:44][CH2:45][CH2:46][CH2:47][O:48][CH3:49])=[CH:42][CH:41]=[CH:40][C:38]=3[CH:39]=2)=[CH:16][CH:15]=1.C(N(CC)CC)C. Given the product [CH3:4][O:5][C:6]1[CH:53]=[CH:52][CH:51]=[CH:50][C:7]=1[CH2:8][O:9][CH2:10][CH2:11][CH2:12][O:13][C:14]1[CH:19]=[CH:18][C:17]([CH:20]2[CH2:25][CH2:24][N:23]([C:26]([O:28][C:29]([CH3:32])([CH3:31])[CH3:30])=[O:27])[CH2:22][CH:21]2[O:33][CH2:34][CH:35]2[CH2:39][C:38]3[CH:40]=[CH:41][CH:42]=[C:43]([O:44][CH2:45][CH2:46][CH2:47][O:48][CH3:49])[C:37]=3[O:36]2)=[CH:16][CH:15]=1, predict the reactants needed to synthesize it. (3) The reactants are: [CH2:1]([Zn]CC)[CH3:2].FC(F)(F)C(O)=O.ICI.[F:16][C:17]([F:35])([F:34])[C:18]([N:20]1[CH2:26][C:25](=[CH2:27])[C:24]2[CH:28]=[CH:29][C:30]([O:32][CH3:33])=[CH:31][C:23]=2[CH2:22][CH2:21]1)=[O:19]. Given the product [F:35][C:17]([F:16])([F:34])[C:18]([N:20]1[CH2:26][CH:25]([CH:27]2[CH2:2][CH2:1]2)[C:24]2[CH:28]=[CH:29][C:30]([O:32][CH3:33])=[CH:31][C:23]=2[CH2:22][CH2:21]1)=[O:19], predict the reactants needed to synthesize it. (4) Given the product [Br:21][C:19]1[C:18]([O:22][CH2:23][C@H:24]([OH:25])[CH2:28][OH:27])=[CH:17][C:9]2[C:10]([CH3:15])([CH3:16])[C:11]3[NH:12][C:13]4[C:5]([C:6]=3[C:7](=[O:31])[C:8]=2[CH:20]=1)=[CH:4][CH:3]=[C:2]([Cl:1])[CH:14]=4, predict the reactants needed to synthesize it. The reactants are: [Cl:1][C:2]1[CH:14]=[C:13]2[C:5]([C:6]3[C:7](=[O:31])[C:8]4[CH:20]=[C:19]([Br:21])[C:18]([O:22][CH2:23][C@H:24]5[CH2:28][O:27]C(C)(C)[O:25]5)=[CH:17][C:9]=4[C:10]([CH3:16])([CH3:15])[C:11]=3[NH:12]2)=[CH:4][CH:3]=1.Cl. (5) Given the product [O:36]1[CH2:37][CH2:38][N:33]([CH2:32][C:29]2[CH:30]=[CH:31][C:26]([CH2:25][O:24][C:21]3[CH:20]=[CH:19][CH:18]=[C:17]4[C:22]=3[CH2:23][N:15]([C@H:10]3[CH2:11][CH2:12][C:13](=[O:14])[NH:8][C:9]3=[O:40])[C:16]4=[O:39])=[CH:27][CH:28]=2)[CH2:34][CH2:35]1, predict the reactants needed to synthesize it. The reactants are: C([N:8]1[C:13](=[O:14])[CH2:12][CH2:11][C@H:10]([N:15]2[CH2:23][C:22]3[C:17](=[CH:18][CH:19]=[CH:20][C:21]=3[O:24][CH2:25][C:26]3[CH:31]=[CH:30][C:29]([CH2:32][N:33]4[CH2:38][CH2:37][O:36][CH2:35][CH2:34]4)=[CH:28][CH:27]=3)[C:16]2=[O:39])[C:9]1=[O:40])C1C=CC=CC=1.